Task: Regression. Given two drug SMILES strings and cell line genomic features, predict the synergy score measuring deviation from expected non-interaction effect.. Dataset: NCI-60 drug combinations with 297,098 pairs across 59 cell lines (1) Drug 1: CC1=C(C=C(C=C1)NC(=O)C2=CC=C(C=C2)CN3CCN(CC3)C)NC4=NC=CC(=N4)C5=CN=CC=C5. Drug 2: CC(C)CN1C=NC2=C1C3=CC=CC=C3N=C2N. Cell line: A498. Synergy scores: CSS=-1.65, Synergy_ZIP=1.76, Synergy_Bliss=1.68, Synergy_Loewe=1.12, Synergy_HSA=-0.250. (2) Drug 1: C1C(C(OC1N2C=C(C(=O)NC2=O)F)CO)O. Drug 2: CC1=C(C=C(C=C1)NC(=O)C2=CC=C(C=C2)CN3CCN(CC3)C)NC4=NC=CC(=N4)C5=CN=CC=C5. Cell line: UO-31. Synergy scores: CSS=22.1, Synergy_ZIP=-2.54, Synergy_Bliss=-4.62, Synergy_Loewe=-34.0, Synergy_HSA=-4.30. (3) Drug 1: C1=CN(C(=O)N=C1N)C2C(C(C(O2)CO)O)O.Cl. Drug 2: C1=CN(C=N1)CC(O)(P(=O)(O)O)P(=O)(O)O. Cell line: SK-MEL-28. Synergy scores: CSS=34.6, Synergy_ZIP=-3.64, Synergy_Bliss=0.994, Synergy_Loewe=-12.2, Synergy_HSA=0.786. (4) Drug 1: COC1=CC(=CC(=C1O)OC)C2C3C(COC3=O)C(C4=CC5=C(C=C24)OCO5)OC6C(C(C7C(O6)COC(O7)C8=CC=CS8)O)O. Drug 2: CCC1(CC2CC(C3=C(CCN(C2)C1)C4=CC=CC=C4N3)(C5=C(C=C6C(=C5)C78CCN9C7C(C=CC9)(C(C(C8N6C)(C(=O)OC)O)OC(=O)C)CC)OC)C(=O)OC)O.OS(=O)(=O)O. Cell line: OVCAR-4. Synergy scores: CSS=15.5, Synergy_ZIP=-6.97, Synergy_Bliss=-1.48, Synergy_Loewe=-0.218, Synergy_HSA=-0.150. (5) Drug 1: C(CC(=O)O)C(=O)CN.Cl. Drug 2: C1C(C(OC1N2C=NC3=C2NC=NCC3O)CO)O. Cell line: MDA-MB-435. Synergy scores: CSS=-4.58, Synergy_ZIP=1.47, Synergy_Bliss=-1.46, Synergy_Loewe=-4.98, Synergy_HSA=-5.05. (6) Drug 1: CN1C(=O)N2C=NC(=C2N=N1)C(=O)N. Drug 2: CC1C(C(CC(O1)OC2CC(CC3=C2C(=C4C(=C3O)C(=O)C5=CC=CC=C5C4=O)O)(C(=O)C)O)N)O. Cell line: HOP-62. Synergy scores: CSS=38.1, Synergy_ZIP=-1.41, Synergy_Bliss=-1.76, Synergy_Loewe=-22.1, Synergy_HSA=-0.318. (7) Drug 1: C1=C(C(=O)NC(=O)N1)F. Drug 2: N.N.Cl[Pt+2]Cl. Cell line: PC-3. Synergy scores: CSS=36.3, Synergy_ZIP=3.98, Synergy_Bliss=2.63, Synergy_Loewe=3.43, Synergy_HSA=3.99. (8) Drug 1: CS(=O)(=O)OCCCCOS(=O)(=O)C. Drug 2: CC1C(C(CC(O1)OC2CC(CC3=C2C(=C4C(=C3O)C(=O)C5=CC=CC=C5C4=O)O)(C(=O)C)O)N)O. Cell line: A498. Synergy scores: CSS=70.6, Synergy_ZIP=5.61, Synergy_Bliss=7.16, Synergy_Loewe=-34.8, Synergy_HSA=8.07.